This data is from Forward reaction prediction with 1.9M reactions from USPTO patents (1976-2016). The task is: Predict the product of the given reaction. (1) Given the reactants Cl[C:2]1[CH:7]=[C:6]([O:8][CH:9]([C:14]2[CH:19]=[CH:18][C:17]([F:20])=[C:16]([F:21])[CH:15]=2)[C:10]([F:13])([F:12])[F:11])[N:5]=[CH:4]N=1.B([C:25]1[CH:36]=[CH:35][C:28]([CH2:29][C@@H:30]([C:32]([OH:34])=[O:33])[NH2:31])=[CH:27][CH:26]=1)(O)O.[C:37](#N)C.C(=O)([O-])[O-].[Na+].[Na+], predict the reaction product. The product is: [NH2:31][CH:30]([CH2:29][C:28]1[CH:35]=[CH:36][C:25]([C:2]2[CH:7]=[C:6]([O:8][CH:9]([C:14]3[CH:19]=[CH:18][C:17]([F:20])=[C:16]([F:21])[CH:15]=3)[C:10]([F:13])([F:12])[F:11])[N:5]=[CH:4][CH:37]=2)=[CH:26][CH:27]=1)[C:32]([OH:34])=[O:33]. (2) Given the reactants B.[Cl:2][C:3]1[C:7]2[CH:8]=[CH:9][CH:10]=[CH:11][C:6]=2[S:5][C:4]=1[C:12](O)=[O:13], predict the reaction product. The product is: [Cl:2][C:3]1[C:7]2[CH:8]=[CH:9][CH:10]=[CH:11][C:6]=2[S:5][C:4]=1[CH2:12][OH:13]. (3) Given the reactants [CH2:1]([O:3][C:4]([C:6]1[CH:7]=[N:8][C:9]2[C:14]([C:15]=1O)=[N:13][C:12]([C:17]1[CH:22]=[CH:21][C:20]([O:23][CH3:24])=[C:19]([O:25][CH3:26])[CH:18]=1)=[CH:11][CH:10]=2)=[O:5])[CH3:2].O=P(Cl)(Cl)[Cl:29], predict the reaction product. The product is: [CH2:1]([O:3][C:4]([C:6]1[CH:7]=[N:8][C:9]2[C:14]([C:15]=1[Cl:29])=[N:13][C:12]([C:17]1[CH:22]=[CH:21][C:20]([O:23][CH3:24])=[C:19]([O:25][CH3:26])[CH:18]=1)=[CH:11][CH:10]=2)=[O:5])[CH3:2].